Dataset: CYP2D6 inhibition data for predicting drug metabolism from PubChem BioAssay. Task: Regression/Classification. Given a drug SMILES string, predict its absorption, distribution, metabolism, or excretion properties. Task type varies by dataset: regression for continuous measurements (e.g., permeability, clearance, half-life) or binary classification for categorical outcomes (e.g., BBB penetration, CYP inhibition). Dataset: cyp2d6_veith. (1) The compound is CCOc1ccc(C2=Nn3c(nnc3-c3ccco3)SC2)cc1. The result is 0 (non-inhibitor). (2) The compound is Cc1ccccc1N(C(=O)Cc1cccs1)C(C(=O)NCC1CCCO1)c1cccnc1. The result is 0 (non-inhibitor). (3) The molecule is NCCc1cnc[nH]1. The result is 0 (non-inhibitor). (4) The result is 0 (non-inhibitor). The compound is COc1ccc(Oc2ncc3nc(-c4cn(C)c5ccccc45)c(=O)n(C)c3n2)cc1. (5) The compound is COC(=O)N1CCC[C@@]2(CCN(c3ncccn3)C2)C1. The result is 0 (non-inhibitor). (6) The compound is CC1CCN(CC(=O)N2c3ccccc3Sc3cc4ccccc4cc32)CC1. The result is 1 (inhibitor). (7) The drug is C[C@@]12CC3CC(N)(C1)C[C@@](C)(C3)C2. The result is 0 (non-inhibitor).